From a dataset of Full USPTO retrosynthesis dataset with 1.9M reactions from patents (1976-2016). Predict the reactants needed to synthesize the given product. Given the product [C:1]([NH:9][C:10](=[S:11])[NH:22][CH2:21][CH2:20][CH2:19][NH:18][C:17](=[O:23])[O:16][C:12]([CH3:14])([CH3:13])[CH3:15])(=[O:8])[C:2]1[CH:7]=[CH:6][CH:5]=[CH:4][CH:3]=1, predict the reactants needed to synthesize it. The reactants are: [C:1]([N:9]=[C:10]=[S:11])(=[O:8])[C:2]1[CH:7]=[CH:6][CH:5]=[CH:4][CH:3]=1.[C:12]([O:16][C:17](=[O:23])[NH:18][CH2:19][CH2:20][CH2:21][NH2:22])([CH3:15])([CH3:14])[CH3:13].